Dataset: Full USPTO retrosynthesis dataset with 1.9M reactions from patents (1976-2016). Task: Predict the reactants needed to synthesize the given product. Given the product [CH3:7][C:8]1[O:20][C:36]([CH3:37])=[C:35]([C:5]2[CH:6]=[C:7]([C:21]([NH:23][CH2:24][C:25]3[CH:30]=[CH:29][C:28]([S:31]([CH3:34])(=[O:32])=[O:33])=[CH:27][CH:26]=3)=[O:22])[C:8](=[O:20])[N:9]([C:10]3[CH:15]=[CH:14][CH:13]=[C:12]([C:16]([F:18])([F:17])[F:19])[CH:11]=3)[C:4]=2[CH3:3])[N:9]=1, predict the reactants needed to synthesize it. The reactants are: BrBr.[CH3:3][C:4]1[N:9]([C:10]2[CH:15]=[CH:14][CH:13]=[C:12]([C:16]([F:19])([F:18])[F:17])[CH:11]=2)[C:8](=[O:20])[C:7]([C:21]([NH:23][CH2:24][C:25]2[CH:30]=[CH:29][C:28]([S:31]([CH3:34])(=[O:33])=[O:32])=[CH:27][CH:26]=2)=[O:22])=[CH:6][C:5]=1[C:35](=O)[CH2:36][CH3:37].